This data is from Experimentally validated miRNA-target interactions with 360,000+ pairs, plus equal number of negative samples. The task is: Binary Classification. Given a miRNA mature sequence and a target amino acid sequence, predict their likelihood of interaction. (1) The miRNA is bta-miR-27b with sequence UUCACAGUGGCUAAGUUCUGC. The protein sequence of the target gene is MFRWERSIPLRGSAAALCNNLSVLQLPARNLTYFGVVHGPSAQLLSAAPEGVPLAQRQLHAKEGAGVSPPLITQVHWCVLPFRVLLVLTSHRGIQMYESNGYTMVYWHALDSGDASPVQAVFARGIAASGHFICVGTWSGRVLVFDIPAKGPNIVLSEELAGHQMPITDIATEPAQGQDCVADMVTADDSGLLCVWRSGPEFTLLTRIPGFGVPCPSVQLWQGIIAAGYGNGQVHLYEATTGNLHVQINAHARAICALDLASEVGKLLSAGEDTFVHIWKLSRNPESGYIEVEHCHGECV.... Result: 0 (no interaction). (2) The miRNA is mmu-miR-3470a with sequence UCACUUUGUAGACCAGGCUGG. The protein sequence of the target gene is MESLLRFLALLLLRGAVAEGPAKKVLTLEGDLVLGGLFPVHQKGGPAEECGPVNEHRGIQRLEAMLFALDRINRDPHLLPGVRLGAHILDSCSKDTHALEQALDFVRASLSRGADGSRHICPDGSYATLSDAPTAITGVIGGSYSDVSIQVANLLRLFQIPQISYASTSAKLSDKSRYDYFARTVPPDFFQAKAMAEILRFFNWTYVSTVASEGDYGETGIEAFELEARARNICVATSEKVGRAMSRAAFEGVVRALLQKPSARVAVLFTRSEDARELLAATQRLNASFTWVASDGWGAL.... Result: 0 (no interaction). (3) The protein sequence of the target gene is MKIIFPILSNPVFRRTVKLLLCLLWIGYSQGTTHVLRFGGIFEYVESGPMGAEELAFRFAVNTINRNRTLLPNTTLTYDTQKINLYDSFEASKKACDQLSLGVAAIFGPSHSSSANAVQSICNALGVPHIQTRWKHQVSDNKDSFYVSLYPDFSSLSRAILDLVQFFKWKTVTVVYDDSTGLIRLQELIKAPSRYNLRLKIRQLPADTKDAKPLLKEMKRGKEFHVIFDCSHEMAAGILKQALAMGMMTEYYHYIFTTLDLFALDVEPYRYSGVNMTGFRILNTENTQVSSIIEKWSMER.... Result: 1 (interaction). The miRNA is hsa-miR-4791 with sequence UGGAUAUGAUGACUGAAA. (4) The miRNA is hsa-miR-6728-3p with sequence UCUCUGCUCUGCUCUCCCCAG. The protein sequence of the target gene is MEPHGHSGKSRKSTKFRSISRSLILCNAKTSDDGSSPDEKYPDPFETSLCQGKEGFFHSSMQLADTFEAGLSNIPDLALASDSAQLAAAGSDRGKHCRKMFFMKESSSTSSKEKSGKPEAQSSSFLFPKACHQRTRSNSTSVNPYSAGEIDFPMTKKSAAPTDRQPYSLCSNRKSLSQQLDYPILGTARPTRSLSTAQLGQLSGGLQASVISNIVLMKGQAKGLGFSIVGGKDSIYGPIGIYVKSIFAGGAAAADGRLQEGDEILELNGESMAGLTHQDALQKFKQAKKGLLTLTVRTRL.... Result: 0 (no interaction).